Dataset: Reaction yield outcomes from USPTO patents with 853,638 reactions. Task: Predict the reaction yield, written as a fraction of the theoretical maximum amount of product (1.0 means a 100% yield; for example, 0.34 means a 34% yield). (1) The reactants are [Br:1][C:2]1[CH:3]=[CH:4][C:5]2[O:10][CH2:9][CH2:8][NH:7][C:6]=2[CH:11]=1.CCN(CC)CC.[C:19](O[C:19]([O:21][C:22]([CH3:25])([CH3:24])[CH3:23])=[O:20])([O:21][C:22]([CH3:25])([CH3:24])[CH3:23])=[O:20]. The catalyst is C1COCC1.CN(C1C=CN=CC=1)C. The product is [Br:1][C:2]1[CH:3]=[CH:4][C:5]2[O:10][CH2:9][CH2:8][N:7]([C:19]([O:21][C:22]([CH3:25])([CH3:24])[CH3:23])=[O:20])[C:6]=2[CH:11]=1. The yield is 0.370. (2) The reactants are [C:1]([OH:6])(=O)[CH2:2][CH2:3][CH3:4].Cl.[CH3:8][NH:9][O:10][CH3:11].F[P-](F)(F)(F)(F)F.N1(O[P+](N(C)C)(N(C)C)N(C)C)C2C=CC=CC=2N=N1. The catalyst is C(Cl)Cl. The product is [CH3:11][O:10][N:9]([CH3:8])[C:1](=[O:6])[CH2:2][CH2:3][CH3:4]. The yield is 0.880. (3) The reactants are [CH3:1][N:2]([CH2:13][C:14]1[NH:18][C:17]2[CH:19]=[CH:20][C:21]([C:23]([OH:25])=O)=[CH:22][C:16]=2[N:15]=1)[CH:3]1[C:12]2[N:11]=[CH:10][CH:9]=[CH:8][C:7]=2[CH2:6][CH2:5][CH2:4]1.O=C1N(P(Cl)(N2CCOC2=O)=O)CCO1.[N:41]1([CH2:46][CH2:47][CH:48]2[CH2:53][CH2:52][NH:51][CH2:50][CH2:49]2)[CH2:45][CH2:44][CH2:43][CH2:42]1.C(N(CC)C(C)C)(C)C. The catalyst is C(#N)C. The product is [CH3:1][N:2]([CH2:13][C:14]1[NH:18][C:17]2[CH:19]=[CH:20][C:21]([C:23]([N:51]3[CH2:50][CH2:49][CH:48]([CH2:47][CH2:46][N:41]4[CH2:45][CH2:44][CH2:43][CH2:42]4)[CH2:53][CH2:52]3)=[O:25])=[CH:22][C:16]=2[N:15]=1)[CH:3]1[C:12]2[N:11]=[CH:10][CH:9]=[CH:8][C:7]=2[CH2:6][CH2:5][CH2:4]1. The yield is 0.0600. (4) The reactants are [CH2:1]([O:3][C:4](=[O:18])[C:5]1[C:10]([N+:11]([O-:13])=[O:12])=[CH:9][CH:8]=[C:7]([CH3:14])[C:6]=1[N+:15]([O-:17])=[O:16])[CH3:2].CO[CH:21]([N:24]([CH3:26])[CH3:25])OC. The catalyst is CN(C=O)C. The product is [CH2:1]([O:3][C:4](=[O:18])[C:5]1[C:10]([N+:11]([O-:13])=[O:12])=[CH:9][CH:8]=[C:7]([CH:14]=[CH:21][N:24]([CH3:26])[CH3:25])[C:6]=1[N+:15]([O-:17])=[O:16])[CH3:2]. The yield is 0.580. (5) The reactants are [CH3:1][C:2]1[CH:7]=[CH:6][C:5](B(O)O)=[CH:4][CH:3]=1.Cl[C:12]1[C:21]2[C:16](=[CH:17][CH:18]=[CH:19][CH:20]=2)[CH:15]=[CH:14][N:13]=1.C1(C)C=CC=CC=1.C(=O)([O-])[O-].[Na+].[Na+]. The catalyst is [Pd].C1(P(C2C=CC=CC=2)C2C=CC=CC=2)C=CC=CC=1.C1(P(C2C=CC=CC=2)C2C=CC=CC=2)C=CC=CC=1.C1(P(C2C=CC=CC=2)C2C=CC=CC=2)C=CC=CC=1.C1(P(C2C=CC=CC=2)C2C=CC=CC=2)C=CC=CC=1.C(O)C. The product is [CH3:1][C:2]1[CH:7]=[CH:6][C:5]([C:12]2[C:21]3[C:16](=[CH:17][CH:18]=[CH:19][CH:20]=3)[CH:15]=[CH:14][N:13]=2)=[CH:4][CH:3]=1. The yield is 0.511. (6) The reactants are [OH-].[Na+].[CH2:3]([O:10][C:11]([N:13]1[CH2:17][CH2:16][CH2:15][NH:14]1)=[O:12])[C:4]1[CH:9]=[CH:8][CH:7]=[CH:6][CH:5]=1.[CH2:18]([O:20][C:21](=[O:26])[CH2:22][C:23](Cl)=[O:24])[CH3:19]. The catalyst is C(Cl)Cl. The product is [CH2:3]([O:10][C:11]([N:13]1[CH2:17][CH2:16][CH2:15][N:14]1[C:23](=[O:24])[CH2:22][C:21]([O:20][CH2:18][CH3:19])=[O:26])=[O:12])[C:4]1[CH:5]=[CH:6][CH:7]=[CH:8][CH:9]=1. The yield is 0.780. (7) The reactants are [Cl:1][C:2]1[S:6][C:5]([S:7]([NH:10][C:11]2[CH:19]=[CH:18][C:14]([C:15]([OH:17])=[O:16])=[C:13]([OH:20])[CH:12]=2)(=[O:9])=[O:8])=[CH:4][C:3]=1[C:21]1[CH:26]=[CH:25][CH:24]=[CH:23][CH:22]=1.[CH2:27](O)[CH2:28][OH:29]. No catalyst specified. The product is [Cl:1][C:2]1[S:6][C:5]([S:7]([NH:10][C:11]2[CH:19]=[CH:18][C:14]([C:15]([O:17][CH2:27][CH2:28][OH:29])=[O:16])=[C:13]([OH:20])[CH:12]=2)(=[O:9])=[O:8])=[CH:4][C:3]=1[C:21]1[CH:22]=[CH:23][CH:24]=[CH:25][CH:26]=1. The yield is 0.640. (8) The reactants are Br[CH2:2][C:3]([C:5]1[CH:10]=[CH:9][C:8]([C:11]([CH3:14])([CH3:13])[CH3:12])=[CH:7][CH:6]=1)=[O:4].[N-:15]=[N+:16]=[N-:17].[Na+].[Na+].[Cl-]. The catalyst is CC(C)=O. The product is [N:15]([CH2:2][C:3]([C:5]1[CH:10]=[CH:9][C:8]([C:11]([CH3:14])([CH3:13])[CH3:12])=[CH:7][CH:6]=1)=[O:4])=[N+:16]=[N-:17]. The yield is 0.850.